Dataset: Forward reaction prediction with 1.9M reactions from USPTO patents (1976-2016). Task: Predict the product of the given reaction. (1) Given the reactants Br.[CH3:2][C:3]([C@:5]1([OH:25])[C@@:9]2([CH3:24])[CH2:10][CH2:11][C@@H:12]3[C@@:17]4([CH3:23])[CH2:18][CH2:19][C@H:20]([OH:22])[CH2:21][C:16]4=[CH:15][CH2:14][C@H:13]3[C@@H:8]2[CH2:7][CH2:6]1)=[O:4].[C:26]([O-])(=[O:28])[CH3:27].C(OC(=O)C)(=O)C.C1(C)C=CC(S(O)(=O)=O)=CC=1.[O-]CCC.[Al+3].[O-]CCC.[O-]CCC, predict the reaction product. The product is: [CH3:2][C:3]([C@:5]1([O:25][C:26]([CH3:27])=[O:28])[C@@:9]2([CH3:24])[CH2:10][CH2:11][C@@H:12]3[C@:17]4([CH3:23])[C:16](=[CH:21][C:20]([CH2:19][CH2:18]4)=[O:22])[CH2:15][CH2:14][C@H:13]3[C@@H:8]2[CH2:7][CH2:6]1)=[O:4]. (2) Given the reactants [Si:1]([O:8][CH:9]([CH:28]1[CH2:36][C:35]2[C:30](=[CH:31][CH:32]=[C:33]([C:37]3[CH:42]=[CH:41][CH:40]=[CH:39][CH:38]=3)[CH:34]=2)[CH2:29]1)[C:10]1[O:11][C:12]([Sn](CCCC)(CCCC)CCCC)=[CH:13][N:14]=1)([C:4]([CH3:7])([CH3:6])[CH3:5])([CH3:3])[CH3:2].Br[C:44]1[N:49]=[C:48]([C:50]([O:52][CH3:53])=[O:51])[CH:47]=[CH:46][CH:45]=1, predict the reaction product. The product is: [Si:1]([O:8][CH:9]([CH:28]1[CH2:36][C:35]2[C:30](=[CH:31][CH:32]=[C:33]([C:37]3[CH:42]=[CH:41][CH:40]=[CH:39][CH:38]=3)[CH:34]=2)[CH2:29]1)[C:10]1[O:11][C:12]([C:44]2[N:49]=[C:48]([C:50]([O:52][CH3:53])=[O:51])[CH:47]=[CH:46][CH:45]=2)=[CH:13][N:14]=1)([C:4]([CH3:6])([CH3:7])[CH3:5])([CH3:2])[CH3:3].